Dataset: Forward reaction prediction with 1.9M reactions from USPTO patents (1976-2016). Task: Predict the product of the given reaction. (1) Given the reactants [Cl:1][C:2]1[CH:3]=[C:4]([CH:6]=[CH:7][C:8]=1[Cl:9])[NH2:5].[C:10]([O:15][CH2:16][CH:17]([CH3:19])[CH3:18])(=[O:14])[C:11]([CH3:13])=O, predict the reaction product. The product is: [CH2:16]([O:15][C:10](=[O:14])[C@H:11]([CH3:13])[NH:5][C:4]1[CH:6]=[CH:7][C:8]([Cl:9])=[C:2]([Cl:1])[CH:3]=1)[CH:17]([CH3:19])[CH3:18]. (2) Given the reactants [CH2:1]1[C@@H:5]([CH2:6][CH2:7][CH2:8][CH2:9][C:10]([OH:12])=O)[S:4][S:3][CH2:2]1.O[N:14]1C(=O)CCC1=O.C(Cl)CCl, predict the reaction product. The product is: [CH2:1]1[C@@H:5]([CH2:6][CH2:7][CH2:8][CH2:9][C:10]([NH2:14])=[O:12])[S:4][S:3][CH2:2]1. (3) The product is: [ClH:1].[ClH:1].[CH2:3]([O:10][C:11]1[CH:12]=[CH:13][C:14]([C:17]2[CH:22]=[C:21]([O:23][CH2:24][C@H:25]3[C@H:29]([CH2:30][O:31][CH3:32])[CH2:28][N:27]([CH3:40])[CH2:26]3)[N:20]=[N:19][C:18]=2[CH2:33][CH2:34][CH2:35][CH3:36])=[CH:15][CH:16]=1)[C:4]1[CH:5]=[CH:6][CH:7]=[CH:8][CH:9]=1. Given the reactants [ClH:1].Cl.[CH2:3]([O:10][C:11]1[CH:16]=[CH:15][C:14]([C:17]2[CH:22]=[C:21]([O:23][CH2:24][C@H:25]3[C@H:29]([CH2:30][O:31][CH3:32])[CH2:28][NH:27][CH2:26]3)[N:20]=[N:19][C:18]=2[CH2:33][CH2:34][CH2:35][CH3:36])=[CH:13][CH:12]=1)[C:4]1[CH:9]=[CH:8][CH:7]=[CH:6][CH:5]=1.C=O.O.[C:40](O[BH-](OC(=O)C)OC(=O)C)(=O)C.[Na+].Cl, predict the reaction product.